Dataset: Forward reaction prediction with 1.9M reactions from USPTO patents (1976-2016). Task: Predict the product of the given reaction. (1) Given the reactants [CH2:1]([N:8]1[C:13](=[O:14])[C:12]([CH3:15])=[C:11]2[S:16][C:17]([C:19](O)=[O:20])=[CH:18][N:10]2[C:9]1=[O:22])[C:2]1[CH:7]=[CH:6][CH:5]=[CH:4][CH:3]=1.[CH3:23][C:24]1[CH:29]=[CH:28][CH:27]=[C:26]([CH2:30][NH2:31])[N:25]=1.O.ON1C2C=CC=CC=2N=N1.Cl.CN(C)CCCN=C=NCC, predict the reaction product. The product is: [CH3:23][C:24]1[N:25]=[C:26]([CH2:30][NH:31][C:19]([C:17]2[S:16][C:11]3[N:10]([C:9](=[O:22])[N:8]([CH2:1][C:2]4[CH:7]=[CH:6][CH:5]=[CH:4][CH:3]=4)[C:13](=[O:14])[C:12]=3[CH3:15])[CH:18]=2)=[O:20])[CH:27]=[CH:28][CH:29]=1. (2) Given the reactants [CH2:1]([CH:3]1[N:12]2[C:7](=[CH:8][C:9](=[O:18])[C:10]([C:13]([O:15][CH2:16][CH3:17])=[O:14])=[CH:11]2)[C:6]2[CH:19]=[C:20]([O:24][CH3:25])[C:21]([OH:23])=[CH:22][C:5]=2[CH2:4]1)[CH3:2].Br.Br[CH2:28][CH2:29][N:30]1[CH2:35][CH2:34][O:33][CH2:32][CH2:31]1.C([O-])([O-])=O.[K+].[K+].O, predict the reaction product. The product is: [CH2:1]([CH:3]1[N:12]2[C:7](=[CH:8][C:9](=[O:18])[C:10]([C:13]([O:15][CH2:16][CH3:17])=[O:14])=[CH:11]2)[C:6]2[CH:19]=[C:20]([O:24][CH3:25])[C:21]([O:23][CH2:28][CH2:29][N:30]3[CH2:35][CH2:34][O:33][CH2:32][CH2:31]3)=[CH:22][C:5]=2[CH2:4]1)[CH3:2]. (3) Given the reactants C(O[C:5](=[O:7])[CH3:6])(=O)C.Cl.Cl.[C:10]12([CH2:20][CH2:21][N:22]([NH2:35])[C:23]([NH:25][CH2:26][CH2:27][CH2:28][C:29]3[CH:34]=[CH:33][N:32]=[CH:31][CH:30]=3)=[O:24])[CH2:19][CH:14]3[CH2:15][CH:16]([CH2:18][CH:12]([CH2:13]3)[CH2:11]1)[CH2:17]2, predict the reaction product. The product is: [C:5]([NH:35][N:22]([CH2:21][CH2:20][C:10]12[CH2:11][CH:12]3[CH2:18][CH:16]([CH2:15][CH:14]([CH2:13]3)[CH2:19]1)[CH2:17]2)[C:23]([NH:25][CH2:26][CH2:27][CH2:28][C:29]1[CH:30]=[CH:31][N:32]=[CH:33][CH:34]=1)=[O:24])(=[O:7])[CH3:6]. (4) Given the reactants [F:1][C:2]1[CH:9]=[CH:8][CH:7]=[C:4]([CH:5]=[O:6])[C:3]=1[OH:10].[N+:11]([O-])([OH:13])=[O:12], predict the reaction product. The product is: [F:1][C:2]1[C:3]([OH:10])=[C:4]([CH:7]=[C:8]([N+:11]([O-:13])=[O:12])[CH:9]=1)[CH:5]=[O:6]. (5) Given the reactants [C:1]([O:5][C:6](=[O:33])[N:7]([C:15]1[C:20]([C:21]2[O:22][C:23]([C:26]3[S:27][CH:28]=[CH:29][C:30]=3[CH3:31])=[N:24][N:25]=2)=[N:19][C:18](Br)=[CH:17][N:16]=1)C(OC(C)(C)C)=O)([CH3:4])([CH3:3])[CH3:2].CC1(C)C(C)(C)OB([C:42]2[CH:47]=[CH:46][C:45]([S:48]([CH:51]3[CH2:56][CH2:55][CH2:54][N:53]([C:57]([O:59][C:60]([CH3:63])([CH3:62])[CH3:61])=[O:58])[CH2:52]3)(=[O:50])=[O:49])=[CH:44][CH:43]=2)O1.O.C([O-])([O-])=O.[Na+].[Na+], predict the reaction product. The product is: [C:1]([O:5][C:6]([NH:7][C:15]1[N:16]=[CH:17][C:18]([C:42]2[CH:47]=[CH:46][C:45]([S:48]([CH:51]3[CH2:56][CH2:55][CH2:54][N:53]([C:57]([O:59][C:60]([CH3:63])([CH3:62])[CH3:61])=[O:58])[CH2:52]3)(=[O:50])=[O:49])=[CH:44][CH:43]=2)=[N:19][C:20]=1[C:21]1[O:22][C:23]([C:26]2[S:27][CH:28]=[CH:29][C:30]=2[CH3:31])=[N:24][N:25]=1)=[O:33])([CH3:4])([CH3:2])[CH3:3]. (6) The product is: [Cl:14][C:12]1[CH:11]=[CH:10][C:9]([O:15][CH2:16][CH3:17])=[C:8]([C:6]2[N:5]=[C:4]([NH2:18])[N:3]=[C:2]([NH:28][C:25]3[CH:26]=[C:27]4[C:22]([CH:21]=[N:20][NH:19]4)=[CH:23][CH:24]=3)[CH:7]=2)[CH:13]=1. Given the reactants Cl[C:2]1[CH:7]=[C:6]([C:8]2[CH:13]=[C:12]([Cl:14])[CH:11]=[CH:10][C:9]=2[O:15][CH2:16][CH3:17])[N:5]=[C:4]([NH2:18])[N:3]=1.[NH:19]1[C:27]2[C:22](=[CH:23][CH:24]=[C:25]([NH2:28])[CH:26]=2)[CH:21]=[N:20]1, predict the reaction product.